This data is from Peptide-MHC class I binding affinity with 185,985 pairs from IEDB/IMGT. The task is: Regression. Given a peptide amino acid sequence and an MHC pseudo amino acid sequence, predict their binding affinity value. This is MHC class I binding data. The binding affinity (normalized) is 1.00. The peptide sequence is AMMWRIAQL. The MHC is HLA-A02:50 with pseudo-sequence HLA-A02:50.